Dataset: Retrosynthesis with 50K atom-mapped reactions and 10 reaction types from USPTO. Task: Predict the reactants needed to synthesize the given product. (1) Given the product CCOC(=O)c1c(C(C)(C)O)nc(CO)n1Cc1ccc(-c2ccccc2-c2nnnn2C(c2ccccc2)(c2ccccc2)c2ccccc2)cc1, predict the reactants needed to synthesize it. The reactants are: CCOC(=O)c1c(C(C)(C)O)nc(COC(C)=O)n1Cc1ccc(-c2ccccc2-c2nnnn2C(c2ccccc2)(c2ccccc2)c2ccccc2)cc1. (2) Given the product COC(=O)c1cccc(-c2c(C)cc(O)cc2C)c1C, predict the reactants needed to synthesize it. The reactants are: COCOc1cc(C)c(-c2cccc(C(=O)OC)c2C)c(C)c1. (3) Given the product CCCc1c(CO)ncn1S(=O)(=O)N(C)C, predict the reactants needed to synthesize it. The reactants are: CCCc1c(C=O)ncn1S(=O)(=O)N(C)C. (4) Given the product COc1ccc(N(C)c2nc(N3CCOCC3)nc3ccccc23)cc1, predict the reactants needed to synthesize it. The reactants are: C1COCCN1.COc1ccc(N(C)c2nc(Cl)nc3ccccc23)cc1. (5) Given the product Clc1nc(NCC2(c3ccccc3)CCCCC2)c2ccccc2n1, predict the reactants needed to synthesize it. The reactants are: Clc1nc(Cl)c2ccccc2n1.NCC1(c2ccccc2)CCCCC1. (6) Given the product CCOc1ccc(Cl)cc1-c1cc(Nc2ccc(COC(=O)C[C@H](NC(=O)OC(C)(C)C)C(=O)OC(C)(C)C)cc2)nc(N)n1, predict the reactants needed to synthesize it. The reactants are: CC(C)(C)OC(=O)NC(CC(=O)O)C(=O)OC(C)(C)C.CCOc1ccc(Cl)cc1-c1cc(Nc2ccc(CO)cc2)nc(N)n1. (7) Given the product COc1cc(C(=O)N2CCC(CCN3CCC(Nc4nc5ccccc5[nH]4)CC3)(c3ccccc3)C2)cc(OC)c1OC, predict the reactants needed to synthesize it. The reactants are: COc1cc(C(=O)N2CCC(CCOS(C)(=O)=O)(c3ccccc3)C2)cc(OC)c1OC.c1ccc2[nH]c(NC3CCNCC3)nc2c1. (8) Given the product Nc1cnc(-c2ccccc2)nc1C(=O)O, predict the reactants needed to synthesize it. The reactants are: O=C(O)c1nc(-c2ccccc2)ncc1Br.[NH4+].